This data is from Catalyst prediction with 721,799 reactions and 888 catalyst types from USPTO. The task is: Predict which catalyst facilitates the given reaction. (1) Reactant: [OH-].[Na+].[CH:3]1[C:12]2[C:7](=[CH:8][CH:9]=[CH:10][CH:11]=2)[CH:6]=[CH:5][C:4]=1[S:13]([NH:16][CH:17]1[CH2:20][N:19]([C:21]2[N:26]=[CH:25][C:24]([C:27]([O:29]CC)=[O:28])=[CH:23][N:22]=2)[CH2:18]1)(=[O:15])=[O:14].Cl.C([O-])(O)=O.[Na+]. Product: [CH:3]1[C:12]2[C:7](=[CH:8][CH:9]=[CH:10][CH:11]=2)[CH:6]=[CH:5][C:4]=1[S:13]([NH:16][CH:17]1[CH2:20][N:19]([C:21]2[N:26]=[CH:25][C:24]([C:27]([OH:29])=[O:28])=[CH:23][N:22]=2)[CH2:18]1)(=[O:15])=[O:14]. The catalyst class is: 36. (2) Reactant: [Cl:1][C:2]1[CH:10]=[CH:9][C:8]2[NH:7][C:6]3[CH2:11][CH2:12][N:13]([CH3:15])[CH2:14][C:5]=3[C:4]=2[CH:3]=1.[F:16][C:17]1[CH:18]=[N:19][CH:20]=[C:21]([CH:23]=[CH2:24])[CH:22]=1.[OH-].[K+]. Product: [Cl:1][C:2]1[CH:10]=[CH:9][C:8]2[N:7]([CH2:24][CH2:23][C:21]3[CH:20]=[N:19][CH:18]=[C:17]([F:16])[CH:22]=3)[C:6]3[CH2:11][CH2:12][N:13]([CH3:15])[CH2:14][C:5]=3[C:4]=2[CH:3]=1. The catalyst class is: 37. (3) Reactant: [CH:1]1([C:4]2[CH:9]=[CH:8][N:7]=[CH:6][C:5]=2[N:10]2[CH2:14][CH2:13][NH:12][C:11]2=[O:15])[CH2:3][CH2:2]1.Br[C:17]1[C:25]([F:26])=[CH:24][C:20]2[S:21][CH:22]=[CH:23][C:19]=2[CH:18]=1.CN[C@@H]1CCCC[C@H]1NC.P([O-])([O-])([O-])=O.[K+].[K+].[K+]. Product: [CH:1]1([C:4]2[CH:9]=[CH:8][N:7]=[CH:6][C:5]=2[N:10]2[CH2:14][CH2:13][N:12]([C:17]3[C:25]([F:26])=[CH:24][C:20]4[S:21][CH:22]=[CH:23][C:19]=4[CH:18]=3)[C:11]2=[O:15])[CH2:3][CH2:2]1. The catalyst class is: 246. (4) Reactant: C(N(CC)CC)C.[F:8][C:9]([F:28])([F:27])[C:10]1[CH:15]=[CH:14][C:13]([C:16]2[CH:17]=[C:18]3[C:23](=[CH:24][CH:25]=2)[NH:22][C:21](=[O:26])[CH2:20][CH2:19]3)=[CH:12][CH:11]=1.[C:29](Cl)(=[O:31])[CH3:30]. Product: [C:29]([N:22]1[C:23]2[C:18](=[CH:17][C:16]([C:13]3[CH:12]=[CH:11][C:10]([C:9]([F:8])([F:27])[F:28])=[CH:15][CH:14]=3)=[CH:25][CH:24]=2)[CH2:19][CH2:20][C:21]1=[O:26])(=[O:31])[CH3:30]. The catalyst class is: 119. (5) Reactant: CN(/[CH:4]=[C:5]1\[CH2:6][N:7]([C:12]2[CH:22]=[CH:21][C:15]([C:16](OCC)=[O:17])=[CH:14][CH:13]=2)[CH2:8][CH2:9][C:10]\1=O)C.[C:23]1([NH:29][NH2:30])[CH:28]=[CH:27][CH:26]=[CH:25][CH:24]=1.O.[NH2:32][NH2:33]. Product: [C:23]1([N:29]2[CH:4]=[C:5]3[CH2:6][N:7]([C:12]4[CH:22]=[CH:21][C:15]([C:16]([NH:32][NH2:33])=[O:17])=[CH:14][CH:13]=4)[CH2:8][CH2:9][C:10]3=[N:30]2)[CH:28]=[CH:27][CH:26]=[CH:25][CH:24]=1. The catalyst class is: 8. (6) Reactant: [CH2:1]1[C:9]2[C:8]3[CH:10]=[CH:11][CH:12]=[CH:13][C:7]=3[O:6][C:5]=2[CH2:4][CH2:3][CH:2]1[NH2:14].[Cl:15][C:16]1[CH:24]=[CH:23][C:19]([C:20](Cl)=[O:21])=[CH:18][CH:17]=1. Product: [Cl:15][C:16]1[CH:24]=[CH:23][C:19]([C:20]([NH:14][C:2]2[CH:3]=[CH:4][C:5]3[O:6][C:7]4[CH2:13][CH2:12][CH2:11][CH2:10][C:8]=4[C:9]=3[CH:1]=2)=[O:21])=[CH:18][CH:17]=1. The catalyst class is: 17.